From a dataset of Forward reaction prediction with 1.9M reactions from USPTO patents (1976-2016). Predict the product of the given reaction. (1) Given the reactants [Cl:1][C:2]1[C:3]([F:29])=[C:4]([CH:26]=[CH:27][CH:28]=1)[NH:5][C:6]1[C:15]2[C:10](=[CH:11][C:12]([O:24][CH3:25])=[C:13]([O:16][CH2:17][CH:18]3[CH2:23][CH2:22][NH:21][CH2:20][CH2:19]3)[CH:14]=2)[N:9]=[CH:8][N:7]=1.C(=O)([O-])[O-].[K+].[K+].Cl[CH2:37][C:38]#[N:39], predict the reaction product. The product is: [Cl:1][C:2]1[C:3]([F:29])=[C:4]([CH:26]=[CH:27][CH:28]=1)[NH:5][C:6]1[C:15]2[C:10](=[CH:11][C:12]([O:24][CH3:25])=[C:13]([O:16][CH2:17][CH:18]3[CH2:23][CH2:22][N:21]([CH2:37][C:38]#[N:39])[CH2:20][CH2:19]3)[CH:14]=2)[N:9]=[CH:8][N:7]=1. (2) The product is: [Cl:7][C:6]1[S:5][C:4]([S:8]([NH:11][C:12]2[CH:21]=[CH:20][C:15]([C:16]([O:18][CH3:19])=[O:17])=[C:14]([OH:22])[CH:13]=2)(=[O:10])=[O:9])=[CH:3][C:2]=1[C:28]1[CH:29]=[C:30]([CH3:31])[C:25]([O:24][CH3:23])=[C:26]([CH3:35])[CH:27]=1. Given the reactants Br[C:2]1[CH:3]=[C:4]([S:8]([NH:11][C:12]2[CH:21]=[CH:20][C:15]([C:16]([O:18][CH3:19])=[O:17])=[C:14]([OH:22])[CH:13]=2)(=[O:10])=[O:9])[S:5][C:6]=1[Cl:7].[CH3:23][O:24][C:25]1[C:30]([CH3:31])=[CH:29][C:28](B(O)O)=[CH:27][C:26]=1[CH3:35], predict the reaction product. (3) Given the reactants F[C:2]1[C:11]2[C:6](=[CH:7][CH:8]=[CH:9][CH:10]=2)[C:5]([S:12]([C:15]2[CH:20]=[CH:19][CH:18]=[CH:17][CH:16]=2)(=[O:14])=[O:13])=[CH:4][CH:3]=1.[C:21](=O)([O-])[O-].[K+].[K+].C[C@H:28]1[CH2:33][NH:32][C@@H:31]([CH3:34])[CH2:30][NH:29]1, predict the reaction product. The product is: [CH3:34][C@H:31]1[NH:32][C@@H:33]([CH3:21])[CH2:28][N:29]([C:2]2[C:11]3[C:6](=[CH:7][CH:8]=[CH:9][CH:10]=3)[C:5]([S:12]([C:15]3[CH:20]=[CH:19][CH:18]=[CH:17][CH:16]=3)(=[O:14])=[O:13])=[CH:4][CH:3]=2)[CH2:30]1. (4) Given the reactants FC1C=CC=C(CCC)C=1.[F:11][C:12]1[CH:17]=[C:16]([CH2:18][CH2:19][CH3:20])[CH:15]=[CH:14][C:13]=1[I:21].C([Li])(CC)C.C([Li])CCC.II, predict the reaction product. The product is: [F:11][C:12]1[CH:17]=[C:16]([CH2:18][CH2:19][CH3:20])[CH:15]=[CH:14][C:13]=1[I:21]. (5) Given the reactants [NH2:1][C:2]1[CH:3]=[C:4]([C:12]2[O:13][C:14]3[CH:20]=[CH:19][C:18]([O:21][CH3:22])=[CH:17][C:15]=3[N:16]=2)[C:5]([NH:8][CH2:9][CH2:10][CH3:11])=[CH:6][CH:7]=1.[CH:23]1[C:28]([C:29]([OH:31])=[O:30])=[CH:27][C:26]2[C:32]([O:34][C:35](=O)[C:25]=2[CH:24]=1)=[O:33], predict the reaction product. The product is: [CH3:22][O:21][C:18]1[CH:19]=[CH:20][C:14]2[O:13][C:12]([C:4]3[CH:3]=[C:2]([N:1]4[C:32](=[O:33])[C:26]5[C:25](=[CH:24][CH:23]=[C:28]([C:29]([OH:31])=[O:30])[CH:27]=5)[C:35]4=[O:34])[CH:7]=[CH:6][C:5]=3[NH:8][CH2:9][CH2:10][CH3:11])=[N:16][C:15]=2[CH:17]=1. (6) Given the reactants [NH2:1][C@@H:2]1[C:11]([CH3:13])([CH3:12])[C:10]2[CH:9]=[C:8]([C:14]([NH2:16])=[O:15])[CH:7]=[CH:6][C:5]=2[CH2:4][C@H:3]1[O:17][CH3:18].O=[CH:20][CH2:21][CH2:22][NH:23][C:24]([CH:26]1[CH2:31][CH2:30][CH2:29][CH2:28][CH2:27]1)=[O:25].C(O)(C(F)(F)F)=O, predict the reaction product. The product is: [CH:26]1([C:24]([NH:23][CH2:22][CH2:21][CH2:20][NH:1][C@@H:2]2[C:11]([CH3:13])([CH3:12])[C:10]3[CH:9]=[C:8]([C:14]([NH2:16])=[O:15])[CH:7]=[CH:6][C:5]=3[CH2:4][C@H:3]2[O:17][CH3:18])=[O:25])[CH2:31][CH2:30][CH2:29][CH2:28][CH2:27]1. (7) Given the reactants [CH3:1][C:2]1[C:10]2[C:6](=[CH:7][N:8](COCC[Si](C)(C)C)[N:9]=2)[CH:5]=[C:4]([CH2:19][CH:20]([C:41]2[CH:42]=[C:43]([CH:47]=[CH:48][N:49]=2)[C:44]([OH:46])=O)[O:21][C:22]([N:24]2[CH2:29][CH2:28][CH:27]([N:30]3[CH2:39][C:38]4[C:33](=[CH:34][CH:35]=[CH:36][CH:37]=4)[NH:32][C:31]3=[O:40])[CH2:26][CH2:25]2)=[O:23])[CH:3]=1.CN(C)C=O.C(Cl)(=O)C(Cl)=O.[NH:61]1[CH2:66][CH2:65][CH2:64][CH2:63][CH2:62]1, predict the reaction product. The product is: [O:40]=[C:31]1[N:30]([CH:27]2[CH2:26][CH2:25][N:24]([C:22]([O:21][CH:20]([C:41]3[CH:42]=[C:43]([C:44]([N:61]4[CH2:66][CH2:65][CH2:64][CH2:63][CH2:62]4)=[O:46])[CH:47]=[CH:48][N:49]=3)[CH2:19][C:4]3[CH:5]=[C:6]4[C:10](=[C:2]([CH3:1])[CH:3]=3)[NH:9][N:8]=[CH:7]4)=[O:23])[CH2:29][CH2:28]2)[CH2:39][C:38]2[C:33](=[CH:34][CH:35]=[CH:36][CH:37]=2)[NH:32]1.